From a dataset of Forward reaction prediction with 1.9M reactions from USPTO patents (1976-2016). Predict the product of the given reaction. (1) Given the reactants [O:1]=[S:2]1(=[O:29])[C:8]2[CH:9]=[CH:10][CH:11]=[CH:12][C:7]=2[CH2:6][N:5]([C:13]2[CH:22]=[C:21]([NH:23][CH2:24][CH2:25][CH2:26][NH2:27])[C:20]3[C:15](=[CH:16][CH:17]=[C:18]([CH3:28])[CH:19]=3)[N:14]=2)[CH2:4][CH2:3]1.[C:30](OC(=O)C)(=[O:32])[CH3:31], predict the reaction product. The product is: [O:29]=[S:2]1(=[O:1])[C:8]2[CH:9]=[CH:10][CH:11]=[CH:12][C:7]=2[CH2:6][N:5]([C:13]2[CH:22]=[C:21]([NH:23][CH2:24][CH2:25][CH2:26][NH:27][C:30](=[O:32])[CH3:31])[C:20]3[C:15](=[CH:16][CH:17]=[C:18]([CH3:28])[CH:19]=3)[N:14]=2)[CH2:4][CH2:3]1. (2) Given the reactants [C:1]([C:3]1[CH:8]=[CH:7][C:6]([CH:9]2[CH2:14][CH2:13][N:12]([C:15]([C:17]3[CH:18]=[CH:19][C:20]([CH3:33])=[C:21]([NH:23][S:24]([CH:27]4[CH2:32][CH2:31][NH:30][CH2:29][CH2:28]4)(=[O:26])=[O:25])[CH:22]=3)=[O:16])[CH2:11][CH2:10]2)=[CH:5][CH:4]=1)#[N:2].[CH2:34]([S:36](Cl)(=[O:38])=[O:37])[CH3:35], predict the reaction product. The product is: [C:1]([C:3]1[CH:4]=[CH:5][C:6]([CH:9]2[CH2:14][CH2:13][N:12]([C:15]([C:17]3[CH:18]=[CH:19][C:20]([CH3:33])=[C:21]([NH:23][S:24]([CH:27]4[CH2:28][CH2:29][N:30]([S:36]([CH2:34][CH3:35])(=[O:38])=[O:37])[CH2:31][CH2:32]4)(=[O:26])=[O:25])[CH:22]=3)=[O:16])[CH2:11][CH2:10]2)=[CH:7][CH:8]=1)#[N:2].